From a dataset of Full USPTO retrosynthesis dataset with 1.9M reactions from patents (1976-2016). Predict the reactants needed to synthesize the given product. The reactants are: [Cl:1][C:2]1[CH:7]=[CH:6][C:5]([CH2:8]Cl)=[CH:4][N:3]=1.C(=O)([O-])[O-].[K+].[K+].[N:16]1([C:22]([O:24][C:25]([CH3:28])([CH3:27])[CH3:26])=[O:23])[CH2:21][CH2:20][NH:19][CH2:18][CH2:17]1.[OH-].[Na+]. Given the product [Cl:1][C:2]1[N:3]=[CH:4][C:5]([CH2:8][N:19]2[CH2:18][CH2:17][N:16]([C:22]([O:24][C:25]([CH3:28])([CH3:27])[CH3:26])=[O:23])[CH2:21][CH2:20]2)=[CH:6][CH:7]=1, predict the reactants needed to synthesize it.